The task is: Predict the product of the given reaction.. This data is from Forward reaction prediction with 1.9M reactions from USPTO patents (1976-2016). Given the reactants [Cl:1][C:2]1[CH:7]=[CH:6][C:5]([C@@H:8]2[CH2:14][C@@H:13]3[C@H:9]2[CH2:10][NH:11][CH2:12]3)=[CH:4][CH:3]=1.C(=O)([O-])[O-].[K+].[K+].Br[C:22]([CH3:28])([CH3:27])[C:23]([O:25][CH3:26])=[O:24], predict the reaction product. The product is: [Cl:1][C:2]1[CH:7]=[CH:6][C:5]([C@@H:8]2[CH2:14][C@@H:13]3[C@H:9]2[CH2:10][N:11]([C:22]([CH3:28])([CH3:27])[C:23]([O:25][CH3:26])=[O:24])[CH2:12]3)=[CH:4][CH:3]=1.